Dataset: Forward reaction prediction with 1.9M reactions from USPTO patents (1976-2016). Task: Predict the product of the given reaction. (1) The product is: [O:10]=[C:11]([S:24][CH2:25][CH2:26][C:27]1[CH:28]=[CH:29][CH:30]=[CH:31][CH:32]=1)[CH2:12][C@H:13]([NH:17][C:18](=[O:23])[CH2:19][CH2:20][CH:21]=[CH2:22])[C:14]([O:16][CH2:2][C:1]#[N:3])=[O:15]. Given the reactants [CH2:1]([N:3](C(C)C)C(C)C)[CH3:2].[O:10]=[C:11]([S:24][CH2:25][CH2:26][C:27]1[CH:32]=[CH:31][CH:30]=[CH:29][CH:28]=1)[CH2:12][C@H:13]([NH:17][C:18](=[O:23])[CH2:19][CH2:20][CH:21]=[CH2:22])[C:14]([OH:16])=[O:15].[Cl-].[NH4+], predict the reaction product. (2) Given the reactants C([O:4][CH2:5][CH2:6][CH2:7][CH2:8][CH2:9][N:10]1[C:18]2[C:17](Cl)=[N:16][CH:15]=[N:14][C:13]=2[CH:12]=[CH:11]1)(=O)C.[Cl:20][C:21]1[CH:22]=[C:23]([CH:25]=[CH:26][C:27]=1[O:28][C:29]1[CH:34]=[CH:33][CH:32]=[C:31]([C:35]([F:38])([F:37])[F:36])[CH:30]=1)[NH2:24].[OH-].[Na+].Cl, predict the reaction product. The product is: [Cl:20][C:21]1[CH:22]=[C:23]([NH:24][C:17]2[C:18]3[N:10]([CH2:9][CH2:8][CH2:7][CH2:6][CH2:5][OH:4])[CH:11]=[CH:12][C:13]=3[N:14]=[CH:15][N:16]=2)[CH:25]=[CH:26][C:27]=1[O:28][C:29]1[CH:34]=[CH:33][CH:32]=[C:31]([C:35]([F:37])([F:38])[F:36])[CH:30]=1. (3) Given the reactants Br[C:2]1[CH:11]=[CH:10][CH:9]=[C:8]2[C:3]=1[C:4](=[O:28])[N:5]([C:22]1[CH:27]=[CH:26][CH:25]=[CH:24][CH:23]=1)[C:6]([C@@H:12]([NH:14][C:15](=[O:21])[O:16][C:17]([CH3:20])([CH3:19])[CH3:18])[CH3:13])=[N:7]2.CCN(C(C)C)C(C)C.[CH2:38]([OH:41])[CH:39]=[CH2:40].CCOC(C)=O, predict the reaction product. The product is: [O:28]=[C:4]1[C:3]2[C:8](=[CH:9][CH:10]=[CH:11][C:2]=2[CH2:40][CH2:39][CH:38]=[O:41])[N:7]=[C:6]([C@@H:12]([NH:14][C:15](=[O:21])[O:16][C:17]([CH3:19])([CH3:18])[CH3:20])[CH3:13])[N:5]1[C:22]1[CH:27]=[CH:26][CH:25]=[CH:24][CH:23]=1. (4) Given the reactants [NH2:1][C:2]1[N:7]=[C:6]([N:8]([CH2:15][CH2:16][O:17][CH3:18])[C:9]2[CH:14]=[CH:13][CH:12]=[CH:11][CH:10]=2)[N:5]=[C:4]([C:19]2[N:23]=[C:22]([C:24]3[CH:25]=[CH:26][C:27]([CH2:30][OH:31])=[N:28][CH:29]=3)[O:21][N:20]=2)[N:3]=1.[CH3:32][S:33](Cl)(=[O:35])=[O:34].C(N(CC)CC)C, predict the reaction product. The product is: [NH2:1][C:2]1[N:7]=[C:6]([N:8]([CH2:15][CH2:16][O:17][CH3:18])[C:9]2[CH:14]=[CH:13][CH:12]=[CH:11][CH:10]=2)[N:5]=[C:4]([C:19]2[N:23]=[C:22]([C:24]3[CH:25]=[CH:26][C:27]([CH2:30][O:31][S:33]([CH3:32])(=[O:35])=[O:34])=[N:28][CH:29]=3)[O:21][N:20]=2)[N:3]=1. (5) Given the reactants [OH:1][C:2]1[CH:3]=[C:4]2[C:8](=[CH:9][CH:10]=1)[C:7](=[O:11])[N:6]([CH2:12][CH2:13][O:14][CH3:15])[C:5]2=[O:16].C(=O)([O-])[O-].[K+].[K+].[F:23][C:24]1[CH:31]=[CH:30][C:27]([CH2:28]Br)=[CH:26][CH:25]=1, predict the reaction product. The product is: [F:23][C:24]1[CH:31]=[CH:30][C:27]([CH2:28][O:1][C:2]2[CH:3]=[C:4]3[C:8](=[CH:9][CH:10]=2)[C:7](=[O:11])[N:6]([CH2:12][CH2:13][O:14][CH3:15])[C:5]3=[O:16])=[CH:26][CH:25]=1.